The task is: Predict which catalyst facilitates the given reaction.. This data is from Catalyst prediction with 721,799 reactions and 888 catalyst types from USPTO. Reactant: C(NC(C)C)(C)C.C([Li])CCC.[CH:13]([O:16][C:17]1[CH:18]=[C:19]2[C:24](=[CH:25][C:26]=1[O:27][CH3:28])[O:23][CH2:22][CH2:21][C:20]2=[O:29])([CH3:15])[CH3:14].[C:30](OCC)(=[O:36])[C:31]([O:33][CH2:34][CH3:35])=[O:32]. Product: [OH:36]/[C:30](=[C:21]1/[CH2:22][O:23][C:24]2[C:19]([C:20]/1=[O:29])=[CH:18][C:17]([O:16][CH:13]([CH3:15])[CH3:14])=[C:26]([O:27][CH3:28])[CH:25]=2)/[C:31]([O:33][CH2:34][CH3:35])=[O:32]. The catalyst class is: 1.